This data is from Peptide-MHC class I binding affinity with 185,985 pairs from IEDB/IMGT. The task is: Regression. Given a peptide amino acid sequence and an MHC pseudo amino acid sequence, predict their binding affinity value. This is MHC class I binding data. The peptide sequence is MPTYKHLIMF. The MHC is HLA-B07:02 with pseudo-sequence HLA-B07:02. The binding affinity (normalized) is 0.715.